Dataset: Full USPTO retrosynthesis dataset with 1.9M reactions from patents (1976-2016). Task: Predict the reactants needed to synthesize the given product. Given the product [CH3:1][O:2][C:3]1[CH:4]=[C:5]([CH:6]=[CH:7][CH:8]=1)[O:9][CH2:17][C:18]([O:20][CH3:21])=[O:19], predict the reactants needed to synthesize it. The reactants are: [CH3:1][O:2][C:3]1[CH:4]=[C:5]([OH:9])[CH:6]=[CH:7][CH:8]=1.C([O-])([O-])=O.[Cs+].[Cs+].Br[CH2:17][C:18]([O:20][CH3:21])=[O:19].